From a dataset of Forward reaction prediction with 1.9M reactions from USPTO patents (1976-2016). Predict the product of the given reaction. (1) The product is: [CH3:1][O:2][C:3]1[C:4]2[N:15]=[C:16]([NH2:18])[S:17][C:5]=2[C:6]([N:9]([CH2:11][CH2:12][O:13][CH3:14])[CH3:10])=[CH:7][CH:8]=1. Given the reactants [CH3:1][O:2][C:3]1[CH:8]=[CH:7][C:6]([N:9]([CH2:11][CH2:12][O:13][CH3:14])[CH3:10])=[CH:5][C:4]=1[NH:15][C:16]([NH2:18])=[S:17].Br.CC(O)=O.CS(C)=O, predict the reaction product. (2) Given the reactants [CH2:1]([O:3][C:4]([N:6]1[C:15]2[C:10](=[CH:11][C:12]([C:16]([F:19])([F:18])[F:17])=[CH:13][CH:14]=2)[C@@H:9](O)[CH2:8][C@H:7]1[CH2:21][CH3:22])=[O:5])[CH3:2].S(Cl)([Cl:25])=O, predict the reaction product. The product is: [CH2:1]([O:3][C:4]([N:6]1[C:15]2[C:10](=[CH:11][C:12]([C:16]([F:19])([F:18])[F:17])=[CH:13][CH:14]=2)[CH:9]([Cl:25])[CH2:8][C@H:7]1[CH2:21][CH3:22])=[O:5])[CH3:2]. (3) The product is: [CH2:1]([O:5][C:6]1[CH:7]=[C:8]2[C:13](=[CH:14][CH:15]=1)[C:12](=[O:16])[CH2:11][CH2:10][CH2:9]2)[CH:2]=[CH2:3]. Given the reactants [CH2:1](Br)[CH:2]=[CH2:3].[OH:5][C:6]1[CH:7]=[C:8]2[C:13](=[CH:14][CH:15]=1)[C:12](=[O:16])[CH2:11][C:10](O)=[C:9]2O.C(=O)([O-])[O-].[K+].[K+], predict the reaction product. (4) Given the reactants [Cl:1][C:2]1[CH:3]=[CH:4][C:5]2[N:11]3[C:12]([CH2:15][CH2:16][O:17][CH3:18])=[N:13][N:14]=[C:10]3[CH:9]([CH2:19][C:20](O)=[O:21])[O:8][CH:7]([C:23]3[CH:28]=[CH:27][CH:26]=[C:25]([O:29][CH3:30])[C:24]=3[O:31][CH3:32])[C:6]=2[CH:33]=1.[NH:34]1[CH2:39][CH2:38][CH2:37][CH2:36][CH2:35]1, predict the reaction product. The product is: [Cl:1][C:2]1[CH:3]=[CH:4][C:5]2[N:11]3[C:12]([CH2:15][CH2:16][O:17][CH3:18])=[N:13][N:14]=[C:10]3[CH:9]([CH2:19][C:20](=[O:21])[N:34]3[CH2:39][CH2:38][CH2:37][CH2:36][CH2:35]3)[O:8][CH:7]([C:23]3[CH:28]=[CH:27][CH:26]=[C:25]([O:29][CH3:30])[C:24]=3[O:31][CH3:32])[C:6]=2[CH:33]=1. (5) Given the reactants [Cl:1][C:2]1[CH:27]=[C:26]([Cl:28])[CH:25]=[CH:24][C:3]=1[O:4][C:5]1[CH:10]=[CH:9][CH:8]=[CH:7][C:6]=1[NH:11][S:12]([C:15]1[CH:23]=[CH:22][C:18]([C:19](O)=[O:20])=[CH:17][CH:16]=1)(=[O:14])=[O:13].[CH3:29][N:30]1[CH2:35][CH2:34][CH2:33][CH:32]([CH2:36][N:37]2[CH2:42][CH2:41][NH:40][CH2:39][CH2:38]2)[CH2:31]1, predict the reaction product. The product is: [Cl:1][C:2]1[CH:27]=[C:26]([Cl:28])[CH:25]=[CH:24][C:3]=1[O:4][C:5]1[CH:10]=[CH:9][CH:8]=[CH:7][C:6]=1[NH:11][S:12]([C:15]1[CH:16]=[CH:17][C:18]([C:19]([N:40]2[CH2:39][CH2:38][N:37]([CH2:36][CH:32]3[CH2:33][CH2:34][CH2:35][N:30]([CH3:29])[CH2:31]3)[CH2:42][CH2:41]2)=[O:20])=[CH:22][CH:23]=1)(=[O:14])=[O:13].